This data is from Full USPTO retrosynthesis dataset with 1.9M reactions from patents (1976-2016). The task is: Predict the reactants needed to synthesize the given product. The reactants are: [Br:1][C:2]1[N:7]=[C:6]2[C:8]([C:11]([OH:13])=O)=[CH:9][NH:10][C:5]2=[N:4][CH:3]=1.[CH3:14][C:15]([NH2:18])([CH3:17])[CH3:16].CCN=C=NCCCN(C)C.O. Given the product [Br:1][C:2]1[N:7]=[C:6]2[C:8]([C:11]([NH:18][C:15]([CH3:17])([CH3:16])[CH3:14])=[O:13])=[CH:9][NH:10][C:5]2=[N:4][CH:3]=1, predict the reactants needed to synthesize it.